This data is from Catalyst prediction with 721,799 reactions and 888 catalyst types from USPTO. The task is: Predict which catalyst facilitates the given reaction. Reactant: [CH3:1][O:2][C:3]1[CH:28]=[CH:27][CH:26]=[CH:25][C:4]=1[CH2:5][NH:6][C:7]1[CH:16]=[CH:15][C:14]2[C:9](=[CH:10][CH:11]=[CH:12][C:13]=2/[CH:17]=[CH:18]/[C:19]2[CH:24]=[CH:23][CH:22]=[CH:21][CH:20]=2)[N:8]=1.[H][H]. Product: [CH3:1][O:2][C:3]1[CH:28]=[CH:27][CH:26]=[CH:25][C:4]=1[CH2:5][NH:6][C:7]1[CH:16]=[CH:15][C:14]2[C:9](=[CH:10][CH:11]=[CH:12][C:13]=2[CH2:17][CH2:18][C:19]2[CH:20]=[CH:21][CH:22]=[CH:23][CH:24]=2)[N:8]=1. The catalyst class is: 29.